This data is from Retrosynthesis with 50K atom-mapped reactions and 10 reaction types from USPTO. The task is: Predict the reactants needed to synthesize the given product. (1) Given the product COc1ccc(OCCNc2ccc(Oc3ccnc4cc(OC)c(OC)cc34)cc2)cc1, predict the reactants needed to synthesize it. The reactants are: COc1ccc(OCC(=O)Nc2ccc(Oc3ccnc4cc(OC)c(OC)cc34)cc2)cc1. (2) Given the product COc1cccc(OC)c1C(=O)n1cc(C2=CCN3CCCC3C2)c2cccnc21, predict the reactants needed to synthesize it. The reactants are: C1=C(c2c[nH]c3ncccc23)CC2CCCN2C1.COc1cccc(OC)c1C(=O)Cl. (3) Given the product CCOc1cc(C(C)(C)C#N)ccc1C1=N[C@@H](c2ccc(Cl)cc2)[C@@H](c2ccc(Cl)cc2)N1C(=O)N1CCN(CCS(C)(=O)=O)CC1, predict the reactants needed to synthesize it. The reactants are: CCOc1cc(C(C)(C)C#N)ccc1C1=N[C@@H](c2ccc(Cl)cc2)[C@@H](c2ccc(Cl)cc2)N1C(=O)Cl.CS(=O)(=O)CCN1CCNCC1. (4) Given the product CCN(C(=O)NC(C)(C)c1ccc(Cl)c(Cl)c1)C1CCCCC1, predict the reactants needed to synthesize it. The reactants are: CC(C)(N=C=O)c1ccc(Cl)c(Cl)c1.CCNC1CCCCC1. (5) The reactants are: Cn1cc(-c2c[nH]c3ncc(C(=O)N4CCc5ccccc54)cc23)cn1. Given the product Cn1cc(-c2c[nH]c3ncc(CN4CCc5ccccc54)cc23)cn1, predict the reactants needed to synthesize it. (6) Given the product CCc1ccc2c(c1)cc(C(=O)O)n2CC(=O)OC, predict the reactants needed to synthesize it. The reactants are: CCc1ccc2c(c1)cc(C(=O)OCc1ccccc1)n2CC(=O)OC.